Dataset: Full USPTO retrosynthesis dataset with 1.9M reactions from patents (1976-2016). Task: Predict the reactants needed to synthesize the given product. (1) Given the product [Cl:15][C:5]1[C:6]([NH:8][C:9]2[NH:10][N:11]=[C:12]([CH3:14])[CH:13]=2)=[N:7][C:2]([NH:31][C:28]2[CH:29]=[CH:30][C:23]3[CH2:22][CH2:21][N:20]([CH2:19][CH2:18][O:17][CH3:16])[CH2:26][CH2:25][C:24]=3[CH:27]=2)=[N:3][CH:4]=1, predict the reactants needed to synthesize it. The reactants are: Cl[C:2]1[N:7]=[C:6]([NH:8][C:9]2[NH:10][N:11]=[C:12]([CH3:14])[CH:13]=2)[C:5]([Cl:15])=[CH:4][N:3]=1.[CH3:16][O:17][CH2:18][CH2:19][N:20]1[CH2:26][CH2:25][C:24]2[CH:27]=[C:28]([NH2:31])[CH:29]=[CH:30][C:23]=2[CH2:22][CH2:21]1. (2) Given the product [C:1]([O:5][C:6]([N:8]1[CH2:12][CH2:11][C@H:10]([O:13][Si:14]([C:17]([CH3:20])([CH3:19])[CH3:18])([CH3:16])[CH3:15])[C@H:9]1[C@@H:21]([OH:22])[C:25]([F:28])([F:27])[F:26])=[O:7])([CH3:4])([CH3:3])[CH3:2].[C:1]([O:5][C:6]([N:8]1[CH2:12][CH2:11][C@H:10]([O:13][Si:14]([C:17]([CH3:20])([CH3:19])[CH3:18])([CH3:16])[CH3:15])[C@H:9]1[C@H:21]([OH:22])[C:25]([F:28])([F:27])[F:26])=[O:7])([CH3:4])([CH3:3])[CH3:2], predict the reactants needed to synthesize it. The reactants are: [C:1]([O:5][C:6]([N:8]1[CH2:12][CH2:11][C@H:10]([O:13][Si:14]([C:17]([CH3:20])([CH3:19])[CH3:18])([CH3:16])[CH3:15])[C@H:9]1[CH:21]=[O:22])=[O:7])([CH3:4])([CH3:3])[CH3:2].C[Si](C)(C)[C:25]([F:28])([F:27])[F:26].[F-].[Cs+]. (3) Given the product [N:19]1[CH:20]=[CH:21][CH:22]=[C:17]([C:14]2[CH:15]=[C:16]3[C:8]([C:6]4[CH:5]=[CH:4][N:3]=[C:2]([NH:31][CH2:30][CH2:29][NH2:32])[CH:7]=4)=[N:9][NH:10][C:11]3=[CH:12][N:13]=2)[CH:18]=1, predict the reactants needed to synthesize it. The reactants are: F[C:2]1[CH:7]=[C:6]([C:8]2[C:16]3[C:11](=[CH:12][N:13]=[C:14]([C:17]4[CH:18]=[N:19][CH:20]=[CH:21][CH:22]=4)[CH:15]=3)[N:10](C3CCCCO3)[N:9]=2)[CH:5]=[CH:4][N:3]=1.[CH2:29]([NH2:32])[CH2:30][NH2:31].